Dataset: Full USPTO retrosynthesis dataset with 1.9M reactions from patents (1976-2016). Task: Predict the reactants needed to synthesize the given product. (1) Given the product [O:16]=[C:13]1[N:12]=[CH:11][C:10]([C:7]2[CH:8]=[CH:9][C:4]([CH:3]=[O:2])=[CH:5][CH:6]=2)=[CH:15][NH:14]1, predict the reactants needed to synthesize it. The reactants are: C[O:2][CH:3](OC)[C:4]1[CH:9]=[CH:8][C:7]([C:10]2[CH:11]=[N:12][C:13]([O:16][Si](C(C)(C)C)(C3C=CC=CC=3)C3C=CC=CC=3)=[N:14][CH:15]=2)=[CH:6][CH:5]=1.Cl. (2) Given the product [CH:1]1([CH2:4][O:5][C:6]2[CH:7]=[CH:8][C:9]3[O:13][C:12]([CH:14]([OH:18])[CH:15]([CH3:16])[CH3:17])=[C:11]([CH3:19])[C:10]=3[CH:20]=2)[CH2:2][CH2:3]1, predict the reactants needed to synthesize it. The reactants are: [CH:1]1([CH2:4][O:5][C:6]2[CH:7]=[CH:8][C:9]3[O:13][C:12]([C:14](=[O:18])[CH:15]([CH3:17])[CH3:16])=[C:11]([CH3:19])[C:10]=3[CH:20]=2)[CH2:3][CH2:2]1.[BH4-].[Na+].O. (3) Given the product [F:1][C:2]1[CH:7]=[C:6](/[C:8](=[N:26]/[OH:27])/[CH2:9][CH:10]([C:17]2[CH:22]=[CH:21][CH:20]=[CH:19][CH:18]=2)[C:11]2[CH:16]=[CH:15][CH:14]=[CH:13][CH:12]=2)[CH:5]=[C:4]([CH3:24])[N:3]=1, predict the reactants needed to synthesize it. The reactants are: [F:1][C:2]1[CH:7]=[C:6]([C:8](=O)[CH2:9][CH:10]([C:17]2[CH:22]=[CH:21][CH:20]=[CH:19][CH:18]=2)[C:11]2[CH:16]=[CH:15][CH:14]=[CH:13][CH:12]=2)[CH:5]=[C:4]([CH3:24])[N:3]=1.Cl.[NH2:26][OH:27].C([O-])(O)=O.[Na+]. (4) Given the product [C:1]([C:5]1[N:9]([CH2:10][CH:11]2[CH2:16][CH2:15][O:14][CH2:13][CH2:12]2)[C:8]2[CH:17]=[CH:18][C:19]([S:21]([N:25]3[CH:29]=[CH:28][C:27]([NH2:30])=[N:26]3)(=[O:23])=[O:22])=[CH:20][C:7]=2[N:6]=1)([CH3:4])([CH3:3])[CH3:2], predict the reactants needed to synthesize it. The reactants are: [C:1]([C:5]1[N:9]([CH2:10][CH:11]2[CH2:16][CH2:15][O:14][CH2:13][CH2:12]2)[C:8]2[CH:17]=[CH:18][C:19]([S:21](Cl)(=[O:23])=[O:22])=[CH:20][C:7]=2[N:6]=1)([CH3:4])([CH3:3])[CH3:2].[NH:25]1[CH:29]=[CH:28][C:27]([NH:30]C(=O)OC(C)(C)C)=[N:26]1. (5) Given the product [C:17]([O:16][C:14]([N:11]1[CH2:10][CH2:9][CH:8]([O:7][C:22]2[CH:27]=[N:26][C:25]([N+:28]([O-:30])=[O:29])=[CH:24][CH:23]=2)[CH2:13][CH2:12]1)=[O:15])([CH3:20])([CH3:19])[CH3:18], predict the reactants needed to synthesize it. The reactants are: CC(C)([O-])C.[K+].[OH:7][CH:8]1[CH2:13][CH2:12][N:11]([C:14]([O:16][C:17]([CH3:20])([CH3:19])[CH3:18])=[O:15])[CH2:10][CH2:9]1.F[C:22]1[CH:23]=[CH:24][C:25]([N+:28]([O-:30])=[O:29])=[N:26][CH:27]=1.O.